This data is from Experimentally validated miRNA-target interactions with 360,000+ pairs, plus equal number of negative samples. The task is: Binary Classification. Given a miRNA mature sequence and a target amino acid sequence, predict their likelihood of interaction. (1) The miRNA is hsa-miR-670-5p with sequence GUCCCUGAGUGUAUGUGGUG. The protein sequence of the target gene is MAEETGQSKLAAAKKKFKEYWQRNRPGVPAAAKRNTKANGSSPETAASGGCHSSEASSSASSSLHARQSPCQEQAAVLNSRSIKISRLNDTIKSLKQQKKQVEHQLEEEKKANNEKQKAERELEGQIQRLNTEKKKLNTDLYHMKHSLRYFEEESKDLAGRLQRSSQRIGELEWSLCAVAATQKKKPDGFSSRSKALLKRQLEQSIREQILLKGHVTQLKESLKEVQLERDQYAEQIKGERAQWQQRMRKMSQEVCTLKEEKKHDTHRVEELERSLSRLKNQMAEPLPPDAPAVSSEVEL.... Result: 1 (interaction). (2) The miRNA is hsa-miR-1268b with sequence CGGGCGUGGUGGUGGGGGUG. The protein sequence of the target gene is MDEDNLETALQTYRAQLQQVELALGAGLDASEQADLRQLQGDLKELIELTEASLLSVRKSKLLSTVDQESPAQEDAEYLAFQKAIAEEVEAPGAPCNDSETAPGSEVQPGSTSSALEEEEEDPDLEELSGAKVNAPYYSAWGTLEYHNAMVVGAEEAEDGSACVRVLYLYPTHKSLKPCPFFLEGKCRFKENCRFSHGQVVSVDELRPFQDPDLSLLQTGSACLAKHQDGLWHPARITDVDNGYYTVKFDSLLLKEAVVEGDSILPPLRTEATESSDSDTGDASDSSYARVVEPSTVDTG.... Result: 0 (no interaction).